This data is from Forward reaction prediction with 1.9M reactions from USPTO patents (1976-2016). The task is: Predict the product of the given reaction. Given the reactants [CH2:1]([NH:8][C:9]1[S:10][C:11]([CH2:14][NH:15][C:16]2[CH:20]=[C:19]([C:21]3[CH:26]=[CH:25][C:24]([F:27])=[CH:23][CH:22]=3)[NH:18][N:17]=2)=[CH:12][N:13]=1)[C:2]1[CH:7]=[CH:6][CH:5]=[CH:4][CH:3]=1.CCOC(C)=O.[ClH:34], predict the reaction product. The product is: [ClH:34].[ClH:34].[CH2:1]([NH:8][C:9]1[S:10][C:11]([CH2:14][NH:15][C:16]2[CH:20]=[C:19]([C:21]3[CH:22]=[CH:23][C:24]([F:27])=[CH:25][CH:26]=3)[NH:18][N:17]=2)=[CH:12][N:13]=1)[C:2]1[CH:7]=[CH:6][CH:5]=[CH:4][CH:3]=1.